This data is from Full USPTO retrosynthesis dataset with 1.9M reactions from patents (1976-2016). The task is: Predict the reactants needed to synthesize the given product. (1) Given the product [CH3:23][C@H:24]1[CH2:33][N:32]([C:14]([N:17]2[CH2:18][CH2:20][CH2:22][CH2:21]2)=[O:3])[C:31]2[C:26](=[CH:27][CH:28]=[C:29]([C:34]3[CH:35]=[CH:36][C:37]([S:40]([CH3:43])(=[O:42])=[O:41])=[CH:38][CH:39]=3)[CH:30]=2)[N:25]1[C:44](=[O:46])[CH3:45], predict the reactants needed to synthesize it. The reactants are: ClC(OC1C=CC([N+]([O-])=O)=CC=1)=[O:3].[CH:14]([N:17]([CH2:21][CH3:22])[CH:18]([CH3:20])C)(C)C.[CH3:23][C@H:24]1[CH2:33][NH:32][C:31]2[C:26](=[CH:27][CH:28]=[C:29]([C:34]3[CH:39]=[CH:38][C:37]([S:40]([CH3:43])(=[O:42])=[O:41])=[CH:36][CH:35]=3)[CH:30]=2)[N:25]1[C:44](=[O:46])[CH3:45].N1CCCC1. (2) Given the product [NH2:8][C:9]1[CH:17]=[C:16]2[C:12]([CH:13]=[C:14]([C:25]([O:27][CH3:28])=[O:26])[NH:15]2)=[CH:11][CH:10]=1, predict the reactants needed to synthesize it. The reactants are: FC(F)(F)C(O)=O.[NH2:8][C:9]1[CH:17]=[C:16]2[C:12]([CH:13]=[C:14]([C:25]([O:27][CH3:28])=[O:26])[N:15]2C(OC(C)(C)C)=O)=[CH:11][CH:10]=1. (3) Given the product [NH2:4][C:5]1[C:6]([C:18]([OH:20])=[O:19])=[CH:7][C:8]2[C:13]([C:14]=1[N+:15]([O-:17])=[O:16])=[CH:12][CH:11]=[CH:10][CH:9]=2, predict the reactants needed to synthesize it. The reactants are: C([NH:4][C:5]1[C:6]([C:18]([OH:20])=[O:19])=[CH:7][C:8]2[C:13]([C:14]=1[N+:15]([O-:17])=[O:16])=[CH:12][CH:11]=[CH:10][CH:9]=2)(=O)C. (4) Given the product [CH:18]1([CH:2]([NH:24][C:25]2[CH:26]=[CH:27][C:28]([C:31]([NH:33][CH2:34][CH2:35][C:36]([OH:38])=[O:37])=[O:32])=[CH:29][CH:30]=2)[C:3]2[C:11]3[C:6](=[CH:7][CH:8]=[CH:9][CH:10]=3)[N:5]([C:12]3[CH:17]=[CH:16][CH:15]=[CH:14][CH:13]=3)[N:4]=2)[CH2:23][CH2:22][CH2:21][CH2:20][CH2:19]1, predict the reactants needed to synthesize it. The reactants are: Cl[CH:2]([CH:18]1[CH2:23][CH2:22][CH2:21][CH2:20][CH2:19]1)[C:3]1[C:11]2[C:6](=[CH:7][CH:8]=[CH:9][CH:10]=2)[N:5]([C:12]2[CH:17]=[CH:16][CH:15]=[CH:14][CH:13]=2)[N:4]=1.[NH2:24][C:25]1[CH:30]=[CH:29][C:28]([C:31]([NH:33][CH2:34][CH2:35][C:36]([O:38]CC)=[O:37])=[O:32])=[CH:27][CH:26]=1. (5) Given the product [Cl:20][C:14]1[C:13]2[C:18](=[CH:19][C:10]([OH:9])=[C:11]([O:21][CH3:22])[CH:12]=2)[N:17]=[N:16][CH:15]=1, predict the reactants needed to synthesize it. The reactants are: Cl.C([O:9][C:10]1[CH:19]=[C:18]2[C:13]([C:14]([Cl:20])=[CH:15][N:16]=[N:17]2)=[CH:12][C:11]=1[O:21][CH3:22])C1C=CC=CC=1. (6) Given the product [CH:11]1([CH:10]([NH:17][C:18]2[CH:19]=[CH:20][C:21]([C:24]([N:26]([CH3:34])[CH2:27][CH2:28][C:29]([O:31][CH2:32][CH3:33])=[O:30])=[O:25])=[CH:22][CH:23]=2)[C:8]2[O:9][C:5]3[CH:4]=[CH:3][C:2]([C:42]4[CH:43]=[N:44][C:39]([O:38][CH3:37])=[CH:40][CH:41]=4)=[CH:36][C:6]=3[C:7]=2[CH3:35])[CH2:16][CH2:15][CH2:14][CH2:13][CH2:12]1, predict the reactants needed to synthesize it. The reactants are: Br[C:2]1[CH:3]=[CH:4][C:5]2[O:9][C:8]([CH:10]([NH:17][C:18]3[CH:23]=[CH:22][C:21]([C:24]([N:26]([CH3:34])[CH2:27][CH2:28][C:29]([O:31][CH2:32][CH3:33])=[O:30])=[O:25])=[CH:20][CH:19]=3)[CH:11]3[CH2:16][CH2:15][CH2:14][CH2:13][CH2:12]3)=[C:7]([CH3:35])[C:6]=2[CH:36]=1.[CH3:37][O:38][C:39]1[N:44]=[CH:43][C:42](B(O)O)=[CH:41][CH:40]=1.C(=O)([O-])[O-].[K+].[K+]. (7) Given the product [C:1]([O:5][C:6]([N:8]1[CH2:13][CH2:12][CH:11]([C:14](=[O:23])[CH2:15][C:16]2[CH:21]=[CH:20][CH:19]=[CH:18][C:17]=2[C:10]2[CH:9]=[N:8][CH:6]=[CH:34][CH:35]=2)[CH2:10][CH2:9]1)=[O:7])([CH3:4])([CH3:3])[CH3:2], predict the reactants needed to synthesize it. The reactants are: [C:1]([O:5][C:6]([N:8]1[CH2:13][CH2:12][CH:11]([C:14](=[O:23])[CH2:15][C:16]2[CH:21]=[CH:20][CH:19]=[CH:18][C:17]=2Br)[CH2:10][CH2:9]1)=[O:7])([CH3:4])([CH3:3])[CH3:2].C(=O)([O-])[O-].[Cs+].[Cs+].C(O[CH2:34][CH3:35])(=O)C.O. (8) Given the product [Cl:1][C:2]1[C:10]([O:14][CH3:13])=[CH:9][C:5]([C:6]([OH:8])=[O:7])=[C:4]([F:12])[CH:3]=1, predict the reactants needed to synthesize it. The reactants are: [Cl:1][C:2]1[C:10](F)=[CH:9][C:5]([C:6]([OH:8])=[O:7])=[C:4]([F:12])[CH:3]=1.[CH3:13][OH:14].[H-].[Na+].Cl. (9) The reactants are: CO[C:3](=[O:22])[C:4]1[CH:9]=[CH:8][C:7](/[CH:10]=[CH:11]/[C:12]2[C:13]([CH2:18][CH2:19][CH2:20][CH3:21])=[N:14][O:15][C:16]=2[CH3:17])=[N:6][CH:5]=1.[CH3:23][CH:24]([NH2:27])[CH2:25][OH:26]. Given the product [CH2:18]([C:13]1[C:12](/[CH:11]=[CH:10]/[C:7]2[CH:8]=[CH:9][C:4]([C:3]([NH:27][C@@H:24]([CH3:23])[CH2:25][OH:26])=[O:22])=[CH:5][N:6]=2)=[C:16]([CH3:17])[O:15][N:14]=1)[CH2:19][CH2:20][CH3:21], predict the reactants needed to synthesize it. (10) The reactants are: BrCCCCCCCCCCCCCCCC[C:18]1[C:35]([O:36][CH2:37][CH2:38][CH2:39][CH2:40][CH2:41][CH3:42])=[CH:34][C:33]2[C:32]3[C:27](=[CH:28][C:29]([O:50][CH2:51][CH2:52][CH2:53][CH2:54][CH2:55][CH3:56])=[C:30]([O:43][CH2:44][CH2:45][CH2:46][CH2:47][CH2:48][CH3:49])[CH:31]=3)[C:26]3[C:21](=[CH:22][C:23]([O:64][CH2:65][CH2:66][CH2:67][CH2:68][CH2:69][CH3:70])=[C:24]([O:57][CH2:58][CH2:59][CH2:60][CH2:61][CH2:62][CH3:63])[CH:25]=3)[C:20]=2[CH:19]=1.[P:71]([O:78][CH2:79][CH3:80])([O:75][CH2:76][CH3:77])[O:72]CC. Given the product [CH2:79]([O:78][P:71]([CH2:23][CH2:22][CH2:21][CH2:26][CH2:27][CH2:28][CH2:29][CH2:30][CH2:31][CH2:32][CH2:49][CH2:48][CH2:47][CH2:46][CH2:45][CH2:44][O:43][C:30]1[C:29]([O:50][CH2:51][CH2:52][CH2:53][CH2:54][CH2:55][CH3:56])=[CH:28][C:27]2[C:26]3[C:21](=[CH:22][C:23]([O:64][CH2:65][CH2:66][CH2:67][CH2:68][CH2:69][CH3:70])=[C:24]([O:57][CH2:58][CH2:59][CH2:60][CH2:61][CH2:62][CH3:63])[CH:25]=3)[C:20]3[C:33](=[CH:34][C:35]([O:36][CH2:37][CH2:38][CH2:39][CH2:40][CH2:41][CH3:42])=[C:18]([O:36][CH2:35][CH2:34][CH2:33][CH2:20][CH2:19][CH3:18])[CH:19]=3)[C:32]=2[CH:31]=1)(=[O:72])[O:75][CH2:76][CH3:77])[CH3:80], predict the reactants needed to synthesize it.